Dataset: Catalyst prediction with 721,799 reactions and 888 catalyst types from USPTO. Task: Predict which catalyst facilitates the given reaction. Reactant: [I:1][C:2]1[CH:3]=[C:4]([CH:6]=[CH:7][CH:8]=1)[NH2:5].[N:9]([C:12]([O:14][CH2:15][CH3:16])=[O:13])=[C:10]=[S:11]. Product: [I:1][C:2]1[CH:3]=[C:4]([NH:5][C:10]([NH:9][C:12](=[O:13])[O:14][CH2:15][CH3:16])=[S:11])[CH:6]=[CH:7][CH:8]=1. The catalyst class is: 2.